This data is from Catalyst prediction with 721,799 reactions and 888 catalyst types from USPTO. The task is: Predict which catalyst facilitates the given reaction. (1) Reactant: [Br:1][C:2]1[CH:3]=[C:4]([NH2:10])[C:5]([NH:8][CH3:9])=[N:6][CH:7]=1.[CH3:11][O:12][C:13](OC)(OC)OC.C(O)(=O)C. Product: [Br:1][C:2]1[CH:3]=[C:4]2[N:10]=[C:13]([O:12][CH3:11])[N:8]([CH3:9])[C:5]2=[N:6][CH:7]=1. The catalyst class is: 25. (2) Reactant: [F:1][C:2]1([F:12])[O:11][C:10]2[CH:9]=[CH:8][C:6]([NH2:7])=[CH:5][C:4]=2[O:3]1.[N:13]1[N:17]2[C:21](=[O:22])[C:16]3[N:17]([N:13]=[CH:14][CH:15]=3)[C:21](=[O:22])[C:16]2=[CH:15][CH:14]=1. Product: [F:12][C:2]1([F:1])[O:11][C:10]2[CH:9]=[CH:8][C:6]([NH:7][C:21]([C:16]3[CH:15]=[CH:14][NH:13][N:17]=3)=[O:22])=[CH:5][C:4]=2[O:3]1. The catalyst class is: 3. (3) Reactant: [N+:1]([C:4]1[CH:5]=[C:6]([OH:10])[CH:7]=[CH:8][CH:9]=1)([O-:3])=[O:2].[C:11]1([CH2:21][CH2:22]O)[C:20]2[C:15](=CC=CC=2)[CH:14]=[CH:13][CH:12]=1.C1(P(C2C=CC=CC=2)C2C=CC=CC=2)C=CC=CC=1.CC(OC(/N=N/C(OC(C)C)=O)=O)C. Product: [N+:1]([C:4]1[CH:9]=[CH:8][CH:7]=[C:6]([O:10][CH2:22][CH2:21][C:11]2[CH:20]=[CH:15][CH:14]=[CH:13][CH:12]=2)[CH:5]=1)([O-:3])=[O:2]. The catalyst class is: 7. (4) Reactant: [OH:1][C:2]1[CH:9]=[C:8]([O:10][CH3:11])[CH:7]=[CH:6][C:3]=1[CH:4]=O.Cl. Product: [CH3:11][O:10][C:8]1[CH:7]=[CH:6][C:3]([CH3:4])=[C:2]([OH:1])[CH:9]=1. The catalyst class is: 78. (5) Reactant: [Cl:1][C:2]1[CH:3]=[CH:4][C:5]2[N:6]([N:12]=[C:13]([N:15]3[CH2:20][CH2:19][CH2:18][CH2:17][CH2:16]3)[CH:14]=2)[C:7]=1[Si:8]([CH3:11])([CH3:10])[CH3:9].[Br:21]N1C(=O)CCC1=O.C(=O)(O)[O-].[Na+]. Product: [Br:21][C:14]1[C:13]([N:15]2[CH2:16][CH2:17][CH2:18][CH2:19][CH2:20]2)=[N:12][N:6]2[C:7]([Si:8]([CH3:11])([CH3:10])[CH3:9])=[C:2]([Cl:1])[CH:3]=[CH:4][C:5]=12. The catalyst class is: 10.